From a dataset of Full USPTO retrosynthesis dataset with 1.9M reactions from patents (1976-2016). Predict the reactants needed to synthesize the given product. (1) Given the product [N:33]([CH2:6][CH2:7][C@H:8]1[O:14][C@H:13]([C:15]2[CH:20]=[CH:19][CH:18]=[C:17]([O:21][CH3:22])[C:16]=2[O:23][CH3:24])[C:12]2[CH:25]=[C:26]([Cl:29])[CH:27]=[CH:28][C:11]=2[N:10]2[CH:30]=[CH:31][CH:32]=[C:9]12)=[N+:34]=[N-:35], predict the reactants needed to synthesize it. The reactants are: CS(O[CH2:6][CH2:7][C@H:8]1[O:14][C@H:13]([C:15]2[CH:20]=[CH:19][CH:18]=[C:17]([O:21][CH3:22])[C:16]=2[O:23][CH3:24])[C:12]2[CH:25]=[C:26]([Cl:29])[CH:27]=[CH:28][C:11]=2[N:10]2[CH:30]=[CH:31][CH:32]=[C:9]12)(=O)=O.[N-:33]=[N+:34]=[N-:35].[Na+]. (2) Given the product [Cl-:8].[CH3:11][P+:12]([CH3:14])([CH3:13])[CH2:7][C:6]1[CH:9]=[CH:10][C:3]([CH:1]=[CH2:2])=[CH:4][CH:5]=1, predict the reactants needed to synthesize it. The reactants are: [CH:1]([C:3]1[CH:10]=[CH:9][C:6]([CH2:7][Cl:8])=[CH:5][CH:4]=1)=[CH2:2].[CH3:11][P:12]([CH3:14])[CH3:13]. (3) Given the product [NH2:1][C:2]1[C:11]2[N:12]=[C:13]([CH2:24][CH2:25][CH3:26])[N:14]([CH2:15][CH2:16][CH2:17][CH2:18][NH:19][S:20]([CH3:23])(=[O:22])=[O:21])[C:10]=2[C:9]2[CH:8]=[CH:7][C:6]([O:27][CH2:28][CH2:29][CH2:30][CH2:31][CH2:32][CH2:33][NH:34][S:36]([CH3:35])(=[O:38])=[O:37])=[CH:5][C:4]=2[N:3]=1, predict the reactants needed to synthesize it. The reactants are: [NH2:1][C:2]1[C:11]2[N:12]=[C:13]([CH2:24][CH2:25][CH3:26])[N:14]([CH2:15][CH2:16][CH2:17][CH2:18][NH:19][S:20]([CH3:23])(=[O:22])=[O:21])[C:10]=2[C:9]2[CH:8]=[CH:7][C:6]([O:27][CH2:28][CH2:29][CH2:30][CH2:31][CH2:32][CH2:33][NH2:34])=[CH:5][C:4]=2[N:3]=1.[CH3:35][S:36](O[S:36]([CH3:35])(=[O:38])=[O:37])(=[O:38])=[O:37]. (4) Given the product [Cl:1][C:2]1[CH:23]=[CH:22][C:5]2[N:6]=[C:7]([NH:9][C:10]3[CH:15]=[CH:14][C:13]([CH2:16][C:17]([OH:19])=[O:18])=[CH:12][C:11]=3[Cl:21])[S:8][C:4]=2[CH:3]=1, predict the reactants needed to synthesize it. The reactants are: [Cl:1][C:2]1[CH:23]=[CH:22][C:5]2[N:6]=[C:7]([NH:9][C:10]3[CH:15]=[CH:14][C:13]([CH2:16][C:17]([O:19]C)=[O:18])=[CH:12][C:11]=3[Cl:21])[S:8][C:4]=2[CH:3]=1.[OH-].[Na+].